Task: Predict the reactants needed to synthesize the given product.. Dataset: Full USPTO retrosynthesis dataset with 1.9M reactions from patents (1976-2016) (1) The reactants are: [C:1]([OH:6])(=O)[C:2]([CH3:4])=[O:3].[Br:7][C:8]1[CH:13]=[C:12]([NH2:14])[CH:11]=[CH:10][N:9]=1. Given the product [Br:7][C:8]1[CH:13]=[C:12]([NH:14][C:1](=[O:6])[C:2](=[O:3])[CH3:4])[CH:11]=[CH:10][N:9]=1, predict the reactants needed to synthesize it. (2) Given the product [NH:1]1[C:5]2=[N:6][CH:7]=[CH:8][CH:9]=[C:4]2[C:3]([CH:10]([C:12]2[CH:13]=[N:14][C:15]([O:18][CH2:19][C:20]3[CH:25]=[CH:24][CH:23]=[C:22]([C:26]([F:27])([F:29])[F:28])[CH:21]=3)=[CH:16][CH:17]=2)[OH:11])=[CH:2]1, predict the reactants needed to synthesize it. The reactants are: [NH:1]1[C:5]2=[N:6][CH:7]=[CH:8][CH:9]=[C:4]2[C:3]([C:10]([C:12]2[CH:13]=[N:14][C:15]([O:18][CH2:19][C:20]3[CH:25]=[CH:24][CH:23]=[C:22]([C:26]([F:29])([F:28])[F:27])[CH:21]=3)=[CH:16][CH:17]=2)=[O:11])=[CH:2]1.[BH4-].[Na+]. (3) Given the product [CH3:2][C:3]1[CH:4]=[C:5]([N:9]2[N:13]=[N:12][C:11]([C@H:14]([OH:16])[CH3:15])=[N:10]2)[CH:6]=[CH:7][CH:8]=1, predict the reactants needed to synthesize it. The reactants are: B.[CH3:2][C:3]1[CH:4]=[C:5]([N:9]2[N:13]=[N:12][C:11]([C:14](=[O:16])[CH3:15])=[N:10]2)[CH:6]=[CH:7][CH:8]=1. (4) Given the product [CH2:21]([CH:23]([CH2:31][CH2:32][CH2:33][CH3:34])[CH2:24][O:25][C:26](=[O:30])[CH2:27][CH2:28][S:29][C:2]1[CH:3]=[C:4]2[C:9](=[CH:10][CH:11]=1)[N:8]1[C:12]([C:15]3[CH:20]=[CH:19][CH:18]=[CH:17][N:16]=3)=[N:13][N:14]=[C:7]1[CH:6]=[CH:5]2)[CH3:22], predict the reactants needed to synthesize it. The reactants are: I[C:2]1[CH:3]=[C:4]2[C:9](=[CH:10][CH:11]=1)[N:8]1[C:12]([C:15]3[CH:20]=[CH:19][CH:18]=[CH:17][N:16]=3)=[N:13][N:14]=[C:7]1[CH:6]=[CH:5]2.[CH2:21]([CH:23]([CH2:31][CH2:32][CH2:33][CH3:34])[CH2:24][O:25][C:26](=[O:30])[CH2:27][CH2:28][SH:29])[CH3:22].CCN(C(C)C)C(C)C.C1(P(C2C=CC=CC=2)C2C3OC4C(=CC=CC=4P(C4C=CC=CC=4)C4C=CC=CC=4)C(C)(C)C=3C=CC=2)C=CC=CC=1.